Dataset: Reaction yield outcomes from USPTO patents with 853,638 reactions. Task: Predict the reaction yield, written as a fraction of the theoretical maximum amount of product (1.0 means a 100% yield; for example, 0.34 means a 34% yield). (1) The reactants are S(=O)(=O)(O)O.[CH3:6][C:7]1[C:8]([S:13][C:14]2[CH:15]=[C:16]([O:22][C:23]3[C:24]([CH3:29])=[N:25][CH:26]=[CH:27][CH:28]=3)[C:17]([C:20]#[N:21])=[N:18][CH:19]=2)=[N:9][CH:10]=[CH:11][CH:12]=1.[OH-:30].[Na+]. No catalyst specified. The product is [CH3:6][C:7]1[C:8]([S:13][C:14]2[CH:15]=[C:16]([O:22][C:23]3[C:24]([CH3:29])=[N:25][CH:26]=[CH:27][CH:28]=3)[C:17]([C:20]([NH2:21])=[O:30])=[N:18][CH:19]=2)=[N:9][CH:10]=[CH:11][CH:12]=1. The yield is 0.949. (2) The reactants are S1[C:5]2[CH:6]=[CH:7][CH:8]=[CH:9][C:4]=2[CH:3]=[CH:2]1.ClC1C=CC=C(C(OO)=O)C=1.[S:21]([O-:25])([O-])(=[O:23])=S.[Na+].[Na+]. The catalyst is O1CCCC1. The product is [S:21]1(=[O:25])(=[O:23])[C:5]2[CH:6]=[CH:7][CH:8]=[CH:9][C:4]=2[CH:3]=[CH:2]1. The yield is 0.740. (3) The reactants are Cl.[NH2:2][CH2:3][C@@H:4]([NH:6][C:7](=[O:13])[O:8][C:9]([CH3:12])([CH3:11])[CH3:10])[CH3:5].C(N(CC)CC)C.[Cl:21][CH2:22][C:23](Cl)=[O:24].O. The catalyst is C(Cl)Cl. The product is [Cl:21][CH2:22][C:23]([NH:2][CH2:3][C@@H:4]([NH:6][C:7](=[O:13])[O:8][C:9]([CH3:12])([CH3:11])[CH3:10])[CH3:5])=[O:24]. The yield is 0.920. (4) The reactants are [Cl:1][C:2]1[CH:3]=[C:4]2[C:8](=[CH:9][C:10]=1[Cl:11])[NH:7][CH:6]=[C:5]2[CH2:12][CH2:13][NH2:14].[F:15][C:16]1[CH:17]=[C:18]([CH:29]=[CH:30][CH:31]=1)[CH2:19][C:20]1[CH:28]=[CH:27][C:23]([C:24](O)=[O:25])=[CH:22][CH:21]=1.CN(C(ON1N=NC2C=CC=NC1=2)=[N+](C)C)C.F[P-](F)(F)(F)(F)F.C(N(CC)C(C)C)(C)C. The catalyst is CN(C=O)C. The product is [Cl:1][C:2]1[CH:3]=[C:4]2[C:8](=[CH:9][C:10]=1[Cl:11])[NH:7][CH:6]=[C:5]2[CH2:12][CH2:13][NH:14][C:24](=[O:25])[C:23]1[CH:22]=[CH:21][C:20]([CH2:19][C:18]2[CH:29]=[CH:30][CH:31]=[C:16]([F:15])[CH:17]=2)=[CH:28][CH:27]=1. The yield is 0.140. (5) The reactants are [F:1][C:2]1[CH:3]=[C:4]([C:12]2[CH:17]=[CH:16][C:15]([O:18][CH:19]([CH3:21])[CH3:20])=[C:14]([C:22](O)=[O:23])[CH:13]=2)[CH:5]=[C:6]([C:8](=[O:11])[NH:9][CH3:10])[CH:7]=1.[CH3:25][O:26][C:27](=[O:41])[C:28]([NH2:40])([CH3:39])[CH2:29][C:30]1[C:38]2[C:33](=[CH:34][CH:35]=[CH:36][CH:37]=2)[NH:32][CH:31]=1.C1C=CC2N(O)N=NC=2C=1.CCN=C=NCCCN(C)C. The catalyst is CN(C=O)C.O. The product is [CH3:25][O:26][C:27](=[O:41])[C:28]([NH:40][C:22]([C:14]1[CH:13]=[C:12]([C:4]2[CH:5]=[C:6]([C:8](=[O:11])[NH:9][CH3:10])[CH:7]=[C:2]([F:1])[CH:3]=2)[CH:17]=[CH:16][C:15]=1[O:18][CH:19]([CH3:21])[CH3:20])=[O:23])([CH3:39])[CH2:29][C:30]1[C:38]2[C:33](=[CH:34][CH:35]=[CH:36][CH:37]=2)[NH:32][CH:31]=1. The yield is 0.640. (6) The reactants are [CH3:1][S:2]([C:5]1[CH:31]=[CH:30][C:8]([O:9][CH2:10][C:11]2[CH:16]=[CH:15][C:14]([CH:17]3[CH2:22][CH2:21][N:20](C(OC(C)(C)C)=O)[CH2:19][CH2:18]3)=[CH:13][N:12]=2)=[CH:7][CH:6]=1)(=[O:4])=[O:3].FC(F)(F)C(O)=O. The catalyst is ClCCl. The product is [CH3:1][S:2]([C:5]1[CH:6]=[CH:7][C:8]([O:9][CH2:10][C:11]2[CH:16]=[CH:15][C:14]([CH:17]3[CH2:22][CH2:21][NH:20][CH2:19][CH2:18]3)=[CH:13][N:12]=2)=[CH:30][CH:31]=1)(=[O:3])=[O:4]. The yield is 0.980. (7) The reactants are C([O:3][C:4](=[O:52])[C:5]1[CH:10]=[CH:9][CH:8]=[C:7]([O:11][CH2:12][CH2:13][CH2:14][N:15]2[C:19]3[CH:20]=[CH:21][CH:22]=[CH:23][C:18]=3[N:17]([CH2:24][C:25]3[CH:30]=[CH:29][C:28]([N:31]4[CH2:36][CH2:35][N:34]([CH2:37][C:38]5[CH:43]=[CH:42][CH:41]=[CH:40][C:39]=5[C:44]5[CH:49]=[CH:48][C:47]([Cl:50])=[CH:46][CH:45]=5)[CH2:33][CH2:32]4)=[CH:27][CH:26]=3)[C:16]2=[NH:51])[CH:6]=1)C.O[Li].O. The catalyst is C1COCC1.CO.O. The product is [Cl:50][C:47]1[CH:48]=[CH:49][C:44]([C:39]2[CH:40]=[CH:41][CH:42]=[CH:43][C:38]=2[CH2:37][N:34]2[CH2:35][CH2:36][N:31]([C:28]3[CH:27]=[CH:26][C:25]([CH2:24][N:17]4[C:18]5[CH:23]=[CH:22][CH:21]=[CH:20][C:19]=5[N:15]([CH2:14][CH2:13][CH2:12][O:11][C:7]5[CH:6]=[C:5]([CH:10]=[CH:9][CH:8]=5)[C:4]([OH:52])=[O:3])[C:16]4=[NH:51])=[CH:30][CH:29]=3)[CH2:32][CH2:33]2)=[CH:45][CH:46]=1. The yield is 0.110. (8) The reactants are Br[C:2]1[CH:7]=[CH:6][C:5]([N:8]2[C:16]([C:17]([NH:19][CH3:20])=[O:18])=[C:15]3[C:10]([CH:11]=[C:12]([NH:24][S:25]([CH3:28])(=[O:27])=[O:26])[C:13]([CH:21]4[CH2:23][CH2:22]4)=[CH:14]3)=[N:9]2)=[CH:4][CH:3]=1.C(=O)([O-])[O-].[K+].[K+].[F:35][C:36]1[CH:41]=[CH:40][C:39]([OH:42])=[CH:38][CH:37]=1.CO. The catalyst is N1C=CC=CC=1.[Cu]I.[Cu]. The product is [CH:21]1([C:13]2[C:12]([NH:24][S:25]([CH3:28])(=[O:27])=[O:26])=[CH:11][C:10]3[C:15](=[C:16]([C:17]([NH:19][CH3:20])=[O:18])[N:8]([C:5]4[CH:6]=[CH:7][C:2]([O:42][C:39]5[CH:40]=[CH:41][C:36]([F:35])=[CH:37][CH:38]=5)=[CH:3][CH:4]=4)[N:9]=3)[CH:14]=2)[CH2:23][CH2:22]1. The yield is 0.170.